This data is from Full USPTO retrosynthesis dataset with 1.9M reactions from patents (1976-2016). The task is: Predict the reactants needed to synthesize the given product. (1) The reactants are: [CH2:1]([O:3][C:4]1[C:10]([CH3:11])=[CH:9][C:7]([NH2:8])=[C:6]([O:12][CH3:13])[CH:5]=1)[CH3:2].[C:14](Cl)(Cl)=[O:15]. Given the product [CH2:1]([O:3][C:4]1[CH:5]=[C:6]([O:12][CH3:13])[C:7]([N:8]=[C:14]=[O:15])=[CH:9][C:10]=1[CH3:11])[CH3:2], predict the reactants needed to synthesize it. (2) The reactants are: BrC1C=CC(F)=CC=1.[F:9][C:10]([F:28])([C:19]1[CH:24]=[CH:23][CH:22]=[CH:21][C:20]=1[CH:25]([CH3:27])[CH3:26])C(C1C=CC=CC=1)=O.[OH-].[K+].O. Given the product [F:9][CH:10]([F:28])[C:19]1[CH:24]=[CH:23][CH:22]=[CH:21][C:20]=1[CH:25]([CH3:26])[CH3:27], predict the reactants needed to synthesize it. (3) The reactants are: [Cl:1][C:2]1[CH:7]=[CH:6][CH:5]=[CH:4][C:3]=1[CH:8]1[C:13]([C:14]#[N:15])=[C:12]([CH:16]2[CH2:21][CH2:20][N:19](OC(C)(C)C)[C:18](=C=O)[CH2:17]2)[NH:11][C:10]2=[N:29][NH:30][CH:31]=[C:9]12. Given the product [ClH:1].[Cl:1][C:2]1[CH:7]=[CH:6][CH:5]=[CH:4][C:3]=1[CH:8]1[C:13]([C:14]#[N:15])=[C:12]([CH:16]2[CH2:17][CH2:18][NH:19][CH2:20][CH2:21]2)[NH:11][C:10]2=[N:29][NH:30][CH:31]=[C:9]12, predict the reactants needed to synthesize it. (4) The reactants are: [F:1][C:2]1[CH:7]=[C:6]([F:8])[CH:5]=[CH:4][C:3]=1[CH:9]=[CH:10][C:11]([NH:13][C@H:14]([C:26]([O:28]C)=[O:27])[CH2:15][C:16]1[C:24]2[C:19](=[CH:20][CH:21]=[CH:22][CH:23]=2)[N:18]([CH3:25])[CH:17]=1)=[O:12].[OH-].[Na+]. Given the product [F:1][C:2]1[CH:7]=[C:6]([F:8])[CH:5]=[CH:4][C:3]=1[CH:9]=[CH:10][C:11]([NH:13][C@H:14]([C:26]([OH:28])=[O:27])[CH2:15][C:16]1[C:24]2[C:19](=[CH:20][CH:21]=[CH:22][CH:23]=2)[N:18]([CH3:25])[CH:17]=1)=[O:12], predict the reactants needed to synthesize it.